Task: Predict which catalyst facilitates the given reaction.. Dataset: Catalyst prediction with 721,799 reactions and 888 catalyst types from USPTO (1) Reactant: [CH3:1][O:2][C:3]([C@H:5]1[CH2:10][N:9]([S:11]([C:14]2[N:15](S(C3C=CC=CC=3)(=O)=O)[C:16]3[C:21]([CH:22]=2)=[CH:20][C:19]([Cl:23])=[CH:18][CH:17]=3)(=[O:13])=[O:12])[CH2:8][C:7](=[O:33])[N:6]1[CH2:34][CH:35]1[CH2:40][CH2:39][N:38]([C:41]2[CH:46]=[CH:45][C:44](=[O:47])[N:43]([CH3:48])[N:42]=2)[CH2:37][CH2:36]1)=[O:4].[F-].C([N+](CCCC)(CCCC)CCCC)CCC. Product: [CH3:1][O:2][C:3]([C@H:5]1[CH2:10][N:9]([S:11]([C:14]2[NH:15][C:16]3[C:21]([CH:22]=2)=[CH:20][C:19]([Cl:23])=[CH:18][CH:17]=3)(=[O:12])=[O:13])[CH2:8][C:7](=[O:33])[N:6]1[CH2:34][CH:35]1[CH2:40][CH2:39][N:38]([C:41]2[CH:46]=[CH:45][C:44](=[O:47])[N:43]([CH3:48])[N:42]=2)[CH2:37][CH2:36]1)=[O:4]. The catalyst class is: 7. (2) Reactant: [CH3:1][O:2][C:3]1[CH:4]=[C:5]([CH:7]=[CH:8][C:9]=1[C:10]1[CH:11]=[N:12][N:13]([CH3:15])[CH:14]=1)[NH2:6].[C:16](N1C=CC=CC1=O)(N1C=CC=CC1=O)=[S:17]. Product: [N:6]([C:5]1[CH:7]=[CH:8][C:9]([C:10]2[CH:11]=[N:12][N:13]([CH3:15])[CH:14]=2)=[C:3]([O:2][CH3:1])[CH:4]=1)=[C:16]=[S:17]. The catalyst class is: 4. (3) Reactant: [CH2:1]([O:8][C:9]([N:11]1[CH2:15][CH:14]2[CH2:16][S:17](=[O:26])(=[N:19]C(=O)C(F)(F)F)[CH2:18][CH:13]2[CH2:12]1)=[O:10])[C:2]1[CH:7]=[CH:6][CH:5]=[CH:4][CH:3]=1.C(=O)([O-])[O-].[K+].[K+]. Product: [CH2:1]([O:8][C:9]([N:11]1[CH2:12][CH:13]2[CH2:18][S:17](=[NH:19])(=[O:26])[CH2:16][CH:14]2[CH2:15]1)=[O:10])[C:2]1[CH:7]=[CH:6][CH:5]=[CH:4][CH:3]=1. The catalyst class is: 5. (4) Reactant: [Cl:1][C:2]1[CH:7]=[C:6](Cl)[N:5]2[N:9]=[CH:10][C:11]([CH2:12][C:13]3[CH:18]=[CH:17][CH:16]=[C:15]([C:19]([F:22])([F:21])[F:20])[C:14]=3[CH3:23])=[C:4]2[N:3]=1.C[O-].[Na+].[C:27](OCC)(=[O:29])C.Cl. Product: [Cl:1][C:2]1[CH:7]=[C:6]([O:29][CH3:27])[N:5]2[N:9]=[CH:10][C:11]([CH2:12][C:13]3[CH:18]=[CH:17][CH:16]=[C:15]([C:19]([F:22])([F:21])[F:20])[C:14]=3[CH3:23])=[C:4]2[N:3]=1. The catalyst class is: 5. (5) Reactant: [F:1][C:2]1[C:3]([C:9]2[N:10]([CH:15]([CH3:17])[CH3:16])[C:11]([CH3:14])=[N:12][CH:13]=2)=[N:4][C:5]([NH2:8])=[N:6][CH:7]=1.CC1(C)C2C(=C(P(C3C=CC=CC=3)C3C=CC=CC=3)C=CC=2)OC2C(P(C3C=CC=CC=3)C3C=CC=CC=3)=CC=CC1=2.C(=O)([O-])[O-].[Cs+].[Cs+].Cl[C:67]1[CH:78]=[CH:77][C:70]([C:71]([NH:73][CH:74]2[CH2:76][CH2:75]2)=[O:72])=[C:69]([C:79]#[N:80])[CH:68]=1. Product: [C:79]([C:69]1[CH:68]=[C:67]([NH:8][C:5]2[N:4]=[C:3]([C:9]3[N:10]([CH:15]([CH3:17])[CH3:16])[C:11]([CH3:14])=[N:12][CH:13]=3)[C:2]([F:1])=[CH:7][N:6]=2)[CH:78]=[CH:77][C:70]=1[C:71]([NH:73][CH:74]1[CH2:75][CH2:76]1)=[O:72])#[N:80]. The catalyst class is: 12. (6) Reactant: [Cl:1][C:2]1[CH:9]=[N:8][CH:7]=[C:6](Cl)[C:3]=1[C:4]#[N:5].[CH3:11][S-:12].[Na+]. Product: [Cl:1][C:2]1[CH:9]=[N:8][CH:7]=[C:6]([S:12][CH3:11])[C:3]=1[C:4]#[N:5]. The catalyst class is: 9.